This data is from Full USPTO retrosynthesis dataset with 1.9M reactions from patents (1976-2016). The task is: Predict the reactants needed to synthesize the given product. (1) Given the product [O:5]=[C:6]1[NH:10][CH:9]([C:11]([NH:14][C:15]2[CH:16]=[CH:17][CH:18]=[C:19]3[C:24]=2[O:23][C:22]([C:25]2[CH:30]=[CH:29][CH:28]=[CH:27][C:26]=2[C:31]([F:34])([F:32])[F:33])=[CH:21][C:20]3=[O:35])=[O:13])[CH2:8][CH2:7]1, predict the reactants needed to synthesize it. The reactants are: S(Cl)(Cl)=O.[O:5]=[C:6]1[NH:10][CH:9]([C:11]([OH:13])=O)[CH2:8][CH2:7]1.[NH2:14][C:15]1[CH:16]=[CH:17][CH:18]=[C:19]2[C:24]=1[O:23][C:22]([C:25]1[CH:30]=[CH:29][CH:28]=[CH:27][C:26]=1[C:31]([F:34])([F:33])[F:32])=[CH:21][C:20]2=[O:35].N1C=CC=CC=1. (2) The reactants are: [C:1]([O:5][C:6]([N:8]1[CH2:13][CH2:12][N:11]([C:14]2[CH:19]=[C:18]([N+:20]([O-:22])=[O:21])[CH:17]=[C:16](Br)[N:15]=2)[CH2:10][CH2:9]1)=[O:7])([CH3:4])([CH3:3])[CH3:2].[F:24][C:25]1[CH:30]=[C:29](B(O)O)[CH:28]=[CH:27][N:26]=1.C([O-])([O-])=O.[Na+].[Na+].COCCOC. Given the product [C:1]([O:5][C:6]([N:8]1[CH2:13][CH2:12][N:11]([C:14]2[N:15]=[C:16]([C:29]3[CH:28]=[CH:27][N:26]=[C:25]([F:24])[CH:30]=3)[CH:17]=[C:18]([N+:20]([O-:22])=[O:21])[CH:19]=2)[CH2:10][CH2:9]1)=[O:7])([CH3:4])([CH3:3])[CH3:2], predict the reactants needed to synthesize it. (3) Given the product [C:1]([O:5][C:6](=[O:16])[NH:7][C:8]1[CH:13]=[CH:12][C:11]([Cl:14])=[CH:10][C:9]=1[NH:15][C:22](=[O:21])[CH2:23][C:24]([C:26]1[CH:31]=[CH:30][CH:29]=[C:28]([C:32]2[C:33]([CH3:38])=[N:34][CH:35]=[CH:36][CH:37]=2)[CH:27]=1)=[O:25])([CH3:4])([CH3:2])[CH3:3], predict the reactants needed to synthesize it. The reactants are: [C:1]([O:5][C:6](=[O:16])[NH:7][C:8]1[CH:13]=[CH:12][C:11]([Cl:14])=[CH:10][C:9]=1[NH2:15])([CH3:4])([CH3:3])[CH3:2].C([O:21][C:22](=O)[CH2:23][C:24]([C:26]1[CH:31]=[CH:30][CH:29]=[C:28]([C:32]2[C:33]([CH3:38])=[N:34][CH:35]=[CH:36][CH:37]=2)[CH:27]=1)=[O:25])(C)(C)C. (4) Given the product [Cl:8][C:4]1[CH:5]=[CH:6][CH:7]=[C:2]([Cl:1])[C:3]=1[C:9]1[C:13]([CH2:14][O:15][C:16]2[CH:24]=[C:23]3[C:19]([C:20]([CH2:25][C:26]4[CH:27]=[C:28]([CH:33]=[CH:34][CH:35]=4)[C:29]([OH:31])=[O:30])=[CH:21][NH:22]3)=[CH:18][CH:17]=2)=[C:12]([CH:36]([CH3:38])[CH3:37])[O:11][N:10]=1, predict the reactants needed to synthesize it. The reactants are: [Cl:1][C:2]1[CH:7]=[CH:6][CH:5]=[C:4]([Cl:8])[C:3]=1[C:9]1[C:13]([CH2:14][O:15][C:16]2[CH:24]=[C:23]3[C:19]([C:20]([CH2:25][C:26]4[CH:27]=[C:28]([CH:33]=[CH:34][CH:35]=4)[C:29]([O:31]C)=[O:30])=[CH:21][NH:22]3)=[CH:18][CH:17]=2)=[C:12]([CH:36]([CH3:38])[CH3:37])[O:11][N:10]=1.[OH-].[Na+]. (5) Given the product [CH3:14][C:13]([C:11]1[S:12][C:8]([C:6]2[CH:5]=[CH:4][N:3]=[C:2]([CH3:37])[N:7]=2)=[C:9]([C:17]2[C:18]([F:36])=[C:19]([NH:24][S:25]([C:28]3[CH:33]=[C:32]([F:34])[CH:31]=[CH:30][C:29]=3[F:35])(=[O:27])=[O:26])[CH:20]=[CH:21][C:22]=2[F:23])[N:10]=1)([CH3:16])[CH3:15], predict the reactants needed to synthesize it. The reactants are: Cl[C:2]1[N:7]=[C:6]([C:8]2[S:12][C:11]([C:13]([CH3:16])([CH3:15])[CH3:14])=[N:10][C:9]=2[C:17]2[C:18]([F:36])=[C:19]([NH:24][S:25]([C:28]3[CH:33]=[C:32]([F:34])[CH:31]=[CH:30][C:29]=3[F:35])(=[O:27])=[O:26])[CH:20]=[CH:21][C:22]=2[F:23])[CH:5]=[CH:4][N:3]=1.[CH3:37][Zn]C.C1(C)C=CC=CC=1. (6) The reactants are: [F:1][C:2]1[CH:30]=[CH:29][C:5]([O:6][C:7]2[CH:12]=[CH:11][C:10]([NH:13][C:14]3[C:23]4[C:18](=[CH:19][C:20]([O:27][CH3:28])=[C:21]([N+:24]([O-])=O)[CH:22]=4)[N:17]=[CH:16][N:15]=3)=[CH:9][CH:8]=2)=[CH:4][CH:3]=1.[Cl-].[NH4+]. Given the product [F:1][C:2]1[CH:30]=[CH:29][C:5]([O:6][C:7]2[CH:8]=[CH:9][C:10]([NH:13][C:14]3[C:23]4[C:18](=[CH:19][C:20]([O:27][CH3:28])=[C:21]([NH2:24])[CH:22]=4)[N:17]=[CH:16][N:15]=3)=[CH:11][CH:12]=2)=[CH:4][CH:3]=1, predict the reactants needed to synthesize it. (7) Given the product [Cl:30][C:31]1[CH:36]=[CH:35][CH:34]=[CH:33][C:32]=1[C:2]1[CH:28]=[C:27]([F:29])[CH:26]=[C:4]([CH2:5][N:6]2[C:10](=[O:11])[N:9]([CH2:12][C@H:13]([OH:18])[C:14]([F:16])([F:17])[F:15])[C:8]([C:19]3[CH:24]=[CH:23][C:22]([Cl:25])=[CH:21][CH:20]=3)=[N:7]2)[CH:3]=1, predict the reactants needed to synthesize it. The reactants are: Br[C:2]1[CH:3]=[C:4]([CH:26]=[C:27]([F:29])[CH:28]=1)[CH2:5][N:6]1[C:10](=[O:11])[N:9]([CH2:12][C@H:13]([OH:18])[C:14]([F:17])([F:16])[F:15])[C:8]([C:19]2[CH:24]=[CH:23][C:22]([Cl:25])=[CH:21][CH:20]=2)=[N:7]1.[Cl:30][C:31]1[CH:36]=[CH:35][CH:34]=[CH:33][C:32]=1B(O)O.